This data is from Full USPTO retrosynthesis dataset with 1.9M reactions from patents (1976-2016). The task is: Predict the reactants needed to synthesize the given product. (1) Given the product [F:9][C:10]1[CH:15]=[C:14]([F:16])[CH:13]=[CH:12][C:11]=1[C:27]1[C:35]2[C:30](=[CH:31][CH:32]=[C:33]([C:36]3[S:40][C:39]([NH:41][CH3:42])=[N:38][N:37]=3)[CH:34]=2)[NH:29][CH:28]=1, predict the reactants needed to synthesize it. The reactants are: P([O-])([O-])([O-])=O.[K+].[K+].[K+].[F:9][C:10]1[CH:15]=[C:14]([F:16])[CH:13]=[CH:12][C:11]=1B1OC(C)(C)C(C)(C)O1.I[C:27]1[C:35]2[C:30](=[CH:31][CH:32]=[C:33]([C:36]3[S:40][C:39]([NH:41][CH3:42])=[N:38][N:37]=3)[CH:34]=2)[NH:29][CH:28]=1. (2) The reactants are: [NH2:1][CH2:2][C:3]1[CH:8]=[CH:7][CH:6]=[CH:5][N:4]=1.[N+:9]([C:12]1[CH:13]=[C:14]([N:18]=[C:19]=[S:20])[CH:15]=[CH:16][CH:17]=1)([O-:11])=[O:10]. Given the product [N+:9]([C:12]1[CH:13]=[C:14]([NH:18][C:19]([NH:1][CH2:2][C:3]2[CH:8]=[CH:7][CH:6]=[CH:5][N:4]=2)=[S:20])[CH:15]=[CH:16][CH:17]=1)([O-:11])=[O:10], predict the reactants needed to synthesize it. (3) Given the product [N:1]1([CH2:12][CH2:11][C:10]([O:14][CH3:15])=[O:13])[C:9]2[C:4](=[CH:5][CH:6]=[CH:7][CH:8]=2)[CH:3]=[CH:2]1, predict the reactants needed to synthesize it. The reactants are: [NH:1]1[C:9]2[C:4](=[CH:5][CH:6]=[CH:7][CH:8]=2)[CH:3]=[CH:2]1.[C:10]([O:14][CH3:15])(=[O:13])[CH:11]=[CH2:12].C1CCN2C(=NCCC2)CC1. (4) Given the product [NH2:29][C:9]1[N:8]=[C:7]([O:6][C@@H:2]([CH3:1])[CH2:3][CH2:4][CH3:5])[N:15]=[C:14]2[C:10]=1[NH:11][C:12](=[O:27])[N:13]2[CH2:16][CH2:17][CH2:18][CH2:19][NH:20][CH:21]1[CH2:26][CH2:25][O:24][CH2:23][CH2:22]1, predict the reactants needed to synthesize it. The reactants are: [CH3:1][C@H:2]([O:6][C:7]1[N:15]=[C:14]2[C:10]([N:11]=[C:12]([O:27]C)[N:13]2[CH2:16][CH2:17][CH2:18][CH2:19][NH:20][CH:21]2[CH2:26][CH2:25][O:24][CH2:23][CH2:22]2)=[C:9]([NH2:29])[N:8]=1)[CH2:3][CH2:4][CH3:5].Cl.O1CCOCC1. (5) Given the product [Br:11][C:12]1[CH:21]=[CH:20][C:15]([C:16]2[O:10][N:9]=[C:7]([CH3:8])[CH:6]=2)=[CH:14][CH:13]=1, predict the reactants needed to synthesize it. The reactants are: [Li]CCCC.[CH3:6][C:7](=[N:9][OH:10])[CH3:8].[Br:11][C:12]1[CH:21]=[CH:20][C:15]([C:16](OC)=O)=[CH:14][CH:13]=1.O.